From a dataset of Full USPTO retrosynthesis dataset with 1.9M reactions from patents (1976-2016). Predict the reactants needed to synthesize the given product. Given the product [CH3:12][C:13]1[N:21]=[C:20]([C:22]([F:25])([F:23])[F:24])[CH:19]=[CH:18][C:14]=1[C:15]([NH:1][C:2]1[CH:11]=[C:10]2[C:5]([CH:6]=[CH:7][CH:8]=[N:9]2)=[CH:4][CH:3]=1)=[O:16], predict the reactants needed to synthesize it. The reactants are: [NH2:1][C:2]1[CH:11]=[C:10]2[C:5]([CH:6]=[CH:7][CH:8]=[N:9]2)=[CH:4][CH:3]=1.[CH3:12][C:13]1[N:21]=[C:20]([C:22]([F:25])([F:24])[F:23])[CH:19]=[CH:18][C:14]=1[C:15](O)=[O:16].